This data is from Full USPTO retrosynthesis dataset with 1.9M reactions from patents (1976-2016). The task is: Predict the reactants needed to synthesize the given product. (1) Given the product [S:17]1[CH:18]=[CH:19][CH:20]=[C:16]1[CH2:15][NH:14][C:10]1[CH:11]=[CH:12][CH:13]=[C:4]([C:3]([OH:21])=[O:2])[C:5]=1[C:6]([OH:8])=[O:7], predict the reactants needed to synthesize it. The reactants are: C[O:2][C:3](=[O:21])[C:4]1[C:5](=[C:10]([NH:14][CH2:15][C:16]2[S:17][CH:18]=[CH:19][CH:20]=2)[CH:11]=[CH:12][CH:13]=1)[C:6]([O:8]C)=[O:7].COCCNC1C=CC=C(C(O)=O)C=1C(O)=O. (2) The reactants are: [SH2:1].[Na].[CH2:3]([CH2:17][C:18]([NH:20][CH:21]([CH2:24][NH:25][C:26](=[S:42])[CH2:27][CH2:28][CH2:29][CH2:30][CH2:31][CH2:32][CH2:33][CH2:34][CH2:35][CH2:36][CH2:37][CH2:38][CH2:39][CH2:40][CH3:41])[CH2:22]I)=[S:19])[CH2:4][CH2:5][CH2:6][CH2:7][CH2:8][CH2:9][CH2:10][CH2:11][CH2:12][CH2:13][CH2:14][CH2:15][CH3:16]. Given the product [CH2:3]([CH2:17][C:18]([NH:20][CH:21]([CH2:24][NH:25][C:26](=[S:42])[CH2:27][CH2:28][CH2:29][CH2:30][CH2:31][CH2:32][CH2:33][CH2:34][CH2:35][CH2:36][CH2:37][CH2:38][CH2:39][CH2:40][CH3:41])[CH2:22][SH:1])=[S:19])[CH2:4][CH2:5][CH2:6][CH2:7][CH2:8][CH2:9][CH2:10][CH2:11][CH2:12][CH2:13][CH2:14][CH2:15][CH3:16], predict the reactants needed to synthesize it. (3) Given the product [O:31]=[C:7]1[CH:8]=[CH:9][C:10]([C:12]2[C:21]3[C:16](=[CH:17][C:18]([O:27][CH3:28])=[C:19]4[O:24][C:23]([CH3:26])([CH3:25])[CH2:22][C:20]4=3)[CH2:15][C:14]([CH3:29])([CH3:30])[N:13]=2)=[CH:11][N:6]1[CH2:5][C:4]([NH:33][C:34]1[CH:35]=[N:36][CH:37]=[CH:38][CH:39]=1)=[O:3], predict the reactants needed to synthesize it. The reactants are: C([O:3][C:4](=O)[CH2:5][N:6]1[CH:11]=[C:10]([C:12]2[C:21]3[C:16](=[CH:17][C:18]([O:27][CH3:28])=[C:19]4[O:24][C:23]([CH3:26])([CH3:25])[CH2:22][C:20]4=3)[CH2:15][C:14]([CH3:30])([CH3:29])[N:13]=2)[CH:9]=[CH:8][C:7]1=[O:31])C.[NH2:33][C:34]1[CH:35]=[N:36][CH:37]=[CH:38][CH:39]=1.Cl. (4) The reactants are: [Mg].[CH2:2]([Br:4])[CH3:3].[Cl:5][C:6]1[CH:12]=[CH:11][CH:10]=[C:9]([CH3:13])[C:7]=1[NH2:8].[C:14]([O:18][C:19]([NH:21][C:22]1[S:23][C:24]([C:27](OCC)=[O:28])=[CH:25][N:26]=1)=[O:20])([CH3:17])([CH3:16])[CH3:15].[Cl-].[NH4+]. Given the product [CH2:2]([Br:4])[CH3:3].[Cl:5][C:6]1[CH:12]=[CH:11][CH:10]=[C:9]([CH3:13])[C:7]=1[NH:8][C:27]([C:24]1[S:23][C:22]([NH:21][C:19](=[O:20])[O:18][C:14]([CH3:16])([CH3:15])[CH3:17])=[N:26][CH:25]=1)=[O:28], predict the reactants needed to synthesize it. (5) Given the product [NH2:52][CH2:19][CH2:20][N:21]1[C:67]2[C:66](=[CH:71][CH:70]=[C:69]([CH2:17][O:18][CH:19]3[CH:24]([C:25]4[CH:30]=[CH:29][C:28]([O:31][CH2:32][CH2:33][CH2:34][O:35][CH2:36][C:37]5[CH:42]=[CH:41][CH:40]=[CH:39][C:38]=5[O:43][CH3:44])=[CH:27][CH:26]=4)[CH2:23][CH2:22][N:21]([C:45]([O:47][C:48]([CH3:51])([CH3:49])[CH3:50])=[O:46])[CH2:20]3)[CH:68]=2)[C:75]([CH3:74])([CH3:76])[CH2:22]1, predict the reactants needed to synthesize it. The reactants are: N(CCN1C2C(=CC=CC=2)C(C)(C)C1[CH2:17][O:18][CH:19]1[CH:24]([C:25]2[CH:30]=[CH:29][C:28]([O:31][CH2:32][CH2:33][CH2:34][O:35][CH2:36][C:37]3[CH:42]=[CH:41][CH:40]=[CH:39][C:38]=3[O:43][CH3:44])=[CH:27][CH:26]=2)[CH2:23][CH2:22][N:21]([C:45]([O:47][C:48]([CH3:51])([CH3:50])[CH3:49])=[O:46])[CH2:20]1)=[N+]=[N-].[NH3:52].[C:66]1(P([C:66]2[CH:71]=[CH:70][CH:69]=[CH:68][CH:67]=2)[C:66]2[CH:71]=[CH:70][CH:69]=[CH:68][CH:67]=2)[CH:71]=[CH:70][CH:69]=[CH:68][CH:67]=1.O1[CH2:76][CH2:75][CH2:74]C1.